This data is from NCI-60 drug combinations with 297,098 pairs across 59 cell lines. The task is: Regression. Given two drug SMILES strings and cell line genomic features, predict the synergy score measuring deviation from expected non-interaction effect. (1) Drug 1: CN1CCC(CC1)COC2=C(C=C3C(=C2)N=CN=C3NC4=C(C=C(C=C4)Br)F)OC. Drug 2: CN(CC1=CN=C2C(=N1)C(=NC(=N2)N)N)C3=CC=C(C=C3)C(=O)NC(CCC(=O)O)C(=O)O. Cell line: ACHN. Synergy scores: CSS=47.9, Synergy_ZIP=-2.12, Synergy_Bliss=0.563, Synergy_Loewe=-20.2, Synergy_HSA=4.03. (2) Drug 2: CC1CCC2CC(C(=CC=CC=CC(CC(C(=O)C(C(C(=CC(C(=O)CC(OC(=O)C3CCCCN3C(=O)C(=O)C1(O2)O)C(C)CC4CCC(C(C4)OC)O)C)C)O)OC)C)C)C)OC. Drug 1: CC12CCC(CC1=CCC3C2CCC4(C3CC=C4C5=CN=CC=C5)C)O. Cell line: MALME-3M. Synergy scores: CSS=33.1, Synergy_ZIP=1.13, Synergy_Bliss=3.97, Synergy_Loewe=-12.8, Synergy_HSA=5.20. (3) Drug 1: CC1C(C(=O)NC(C(=O)N2CCCC2C(=O)N(CC(=O)N(C(C(=O)O1)C(C)C)C)C)C(C)C)NC(=O)C3=C4C(=C(C=C3)C)OC5=C(C(=O)C(=C(C5=N4)C(=O)NC6C(OC(=O)C(N(C(=O)CN(C(=O)C7CCCN7C(=O)C(NC6=O)C(C)C)C)C)C(C)C)C)N)C. Drug 2: CC1=C(C(=CC=C1)Cl)NC(=O)C2=CN=C(S2)NC3=CC(=NC(=N3)C)N4CCN(CC4)CCO. Cell line: UACC-257. Synergy scores: CSS=-1.82, Synergy_ZIP=0.722, Synergy_Bliss=-0.558, Synergy_Loewe=-5.67, Synergy_HSA=-3.64. (4) Drug 1: CC1C(C(CC(O1)OC2CC(CC3=C2C(=C4C(=C3O)C(=O)C5=C(C4=O)C(=CC=C5)OC)O)(C(=O)C)O)N)O.Cl. Drug 2: CC1=C(C=C(C=C1)C(=O)NC2=CC(=CC(=C2)C(F)(F)F)N3C=C(N=C3)C)NC4=NC=CC(=N4)C5=CN=CC=C5. Cell line: OVCAR-5. Synergy scores: CSS=21.7, Synergy_ZIP=-2.69, Synergy_Bliss=3.65, Synergy_Loewe=-0.497, Synergy_HSA=1.68.